This data is from Catalyst prediction with 721,799 reactions and 888 catalyst types from USPTO. The task is: Predict which catalyst facilitates the given reaction. (1) Reactant: [CH3:1][O:2][C:3]1[CH:4]=[C:5]2[C:10](=[CH:11][C:12]=1[O:13][CH3:14])[N:9]=[CH:8][CH:7]=[C:6]2[O:15][C:16]1[CH:22]=[CH:21][C:19]([NH2:20])=[CH:18][CH:17]=1.C(O)C.[CH3:26][C:27]1[CH:32]=[CH:31][CH:30]=[CH:29][C:28]=1[C:33]([N:35]=[C:36]=[S:37])=[O:34]. Product: [CH3:1][O:2][C:3]1[CH:4]=[C:5]2[C:10](=[CH:11][C:12]=1[O:13][CH3:14])[N:9]=[CH:8][CH:7]=[C:6]2[O:15][C:16]1[CH:22]=[CH:21][C:19]([NH:20][C:36]([NH:35][C:33](=[O:34])[C:28]2[CH:29]=[CH:30][CH:31]=[CH:32][C:27]=2[CH3:26])=[S:37])=[CH:18][CH:17]=1. The catalyst class is: 11. (2) Reactant: [CH3:1][S:2](Cl)(=[O:4])=[O:3].[CH3:6][O:7][CH2:8][CH:9]([OH:13])[CH2:10][O:11][CH3:12].C(N(CC)CC)C. Product: [CH3:6][O:7][CH2:8][CH:9]([O:13][S:2]([CH3:1])(=[O:4])=[O:3])[CH2:10][O:11][CH3:12]. The catalyst class is: 4. (3) Reactant: [CH2:1]([O:8][C:9]1[CH:10]=[C:11]([CH:14]=[CH:15][CH:16]=1)[CH2:12][OH:13])[C:2]1[CH:7]=[CH:6][CH:5]=[CH:4][CH:3]=1.C(=O)([O-])O.[Na+].[I:22]Cl. Product: [CH2:1]([O:8][C:9]1[CH:16]=[CH:15][C:14]([I:22])=[C:11]([CH:10]=1)[CH2:12][OH:13])[C:2]1[CH:3]=[CH:4][CH:5]=[CH:6][CH:7]=1. The catalyst class is: 5.